This data is from Forward reaction prediction with 1.9M reactions from USPTO patents (1976-2016). The task is: Predict the product of the given reaction. (1) Given the reactants [CH3:1][C:2]1[N:7]=[C:6]([C:8]([OH:10])=O)[C:5]([C:11]([OH:13])=[O:12])=[CH:4][CH:3]=1.C(OC(=O)C)(=O)C, predict the reaction product. The product is: [CH3:1][C:2]1[N:7]=[C:6]2[C:8](=[O:10])[O:13][C:11](=[O:12])[C:5]2=[CH:4][CH:3]=1. (2) Given the reactants Br[CH2:2][C:3]([O:5][CH2:6][CH3:7])=[O:4].[CH:8]([C:11]1[NH:15][N:14]=[C:13]([CH3:16])[CH:12]=1)([CH3:10])[CH3:9].C(=O)([O-])[O-].[K+].[K+].Cl, predict the reaction product. The product is: [CH:8]([C:11]1[CH:12]=[C:13]([CH3:16])[N:14]([CH2:2][C:3]([O:5][CH2:6][CH3:7])=[O:4])[N:15]=1)([CH3:10])[CH3:9]. (3) Given the reactants CN(C)C=O.[Br:6][C:7]1[CH:12]=[CH:11][C:10]([OH:13])=[CH:9][CH:8]=1.C(=O)([O-])[O-].[K+].[K+].Br[CH2:21][CH2:22][CH2:23][C:24]([F:27])([F:26])[F:25], predict the reaction product. The product is: [Br:6][C:7]1[CH:12]=[CH:11][C:10]([O:13][CH2:21][CH2:22][CH2:23][C:24]([F:27])([F:26])[F:25])=[CH:9][CH:8]=1.